From a dataset of Catalyst prediction with 721,799 reactions and 888 catalyst types from USPTO. Predict which catalyst facilitates the given reaction. Reactant: [Br:1][C:2]1[C:10]2[S:9][C:8]([C:11]([NH2:13])=O)=[CH:7][C:6]=2[C:5]([F:14])=[CH:4][CH:3]=1.CS(Cl)(=O)=O.O. Product: [Br:1][C:2]1[C:10]2[S:9][C:8]([C:11]#[N:13])=[CH:7][C:6]=2[C:5]([F:14])=[CH:4][CH:3]=1. The catalyst class is: 17.